This data is from Reaction yield outcomes from USPTO patents with 853,638 reactions. The task is: Predict the reaction yield, written as a fraction of the theoretical maximum amount of product (1.0 means a 100% yield; for example, 0.34 means a 34% yield). (1) The reactants are [Cl:1][C:2]1[CH:25]=[C:24]([C:26]([F:29])([F:28])[F:27])[CH:23]=[CH:22][C:3]=1[CH2:4][N:5]1[C:9](/[CH:10]=[CH:11]/[C:12](O)=[O:13])=[CH:8][C:7]([O:15][CH:16]2[CH2:21][CH2:20][O:19][CH2:18][CH2:17]2)=[N:6]1.[CH3:30][CH:31]([CH3:38])[CH2:32][CH2:33][S:34]([NH2:37])(=[O:36])=[O:35].N12CCCN=C1CCCCC2.Cl. The catalyst is CN(C)C=O.O. The product is [Cl:1][C:2]1[CH:25]=[C:24]([C:26]([F:29])([F:27])[F:28])[CH:23]=[CH:22][C:3]=1[CH2:4][N:5]1[C:9](/[CH:10]=[CH:11]/[C:12]([NH:37][S:34]([CH2:33][CH2:32][CH:31]([CH3:38])[CH3:30])(=[O:36])=[O:35])=[O:13])=[CH:8][C:7]([O:15][CH:16]2[CH2:21][CH2:20][O:19][CH2:18][CH2:17]2)=[N:6]1. The yield is 0.450. (2) The reactants are [CH3:1][S-:2].[Na+].[Br:4][C:5]1[CH:6]=[C:7]([S:11]([C:14]2[CH:15]=[C:16]([C:22]#[N:23])[S:17][C:18]=2[N+]([O-])=O)(=[O:13])=[O:12])[CH:8]=[CH:9][CH:10]=1.C(O)(=O)C. The catalyst is CCO.C1COCC1.C(OCC)C. The product is [Br:4][C:5]1[CH:6]=[C:7]([S:11]([C:14]2[CH:15]=[C:16]([C:22]#[N:23])[S:17][C:18]=2[S:2][CH3:1])(=[O:13])=[O:12])[CH:8]=[CH:9][CH:10]=1. The yield is 0.874. (3) The reactants are CC(OC([N:8]1[C@H:12]([C:13]([OH:15])=[O:14])[CH2:11][CH:10]=[N:9]1)=O)(C)C.[ClH:16].CCOCC. The catalyst is O1CCCC1. The product is [ClH:16].[NH:8]1[C@H:12]([C:13]([OH:15])=[O:14])[CH2:11][CH:10]=[N:9]1. The yield is 0.940. (4) The catalyst is CC#N.C(Cl)CCl. The product is [C:29]([O:28][C@@H:27]1[C@@:37]([CH3:49])([CH2:39][O:40][C:41](=[O:48])[C:42]2[CH:47]=[CH:46][CH:45]=[CH:44][CH:43]=2)[O:38][C@@H:25]([N:1]2[CH:8]=[CH:7][C:5](=[O:6])[NH:4][C:2]2=[O:3])[C@H:26]1[F:50])(=[O:36])[C:30]1[CH:31]=[CH:32][CH:33]=[CH:34][CH:35]=1. The yield is 0.650. The reactants are [NH:1]1[CH:8]=[CH:7][C:5](=[O:6])[NH:4][C:2]1=[O:3].C/C(/O[Si](C)(C)C)=N\[Si](C)(C)C.C(O[CH:25]1[O:38][C@:37]([CH3:49])([CH2:39][O:40][C:41](=[O:48])[C:42]2[CH:47]=[CH:46][CH:45]=[CH:44][CH:43]=2)[C@@H:27]([O:28][C:29](=[O:36])[C:30]2[CH:35]=[CH:34][CH:33]=[CH:32][CH:31]=2)[C@@H:26]1[F:50])(=O)C.